This data is from Catalyst prediction with 721,799 reactions and 888 catalyst types from USPTO. The task is: Predict which catalyst facilitates the given reaction. (1) Reactant: [OH:1][C:2]([C:5]1[N:6]=[CH:7][C:8]([N:11]2[CH2:15][C@@:14]3([CH2:20][CH2:19][CH2:18][C@@:17]([CH2:22][N:23]4[C:27]5[CH:28]=[C:29]([C:32]#[N:33])[CH:30]=[CH:31][C:26]=5[N:25]=[CH:24]4)([CH3:21])[CH2:16]3)[O:13][C:12]2=[O:34])=[N:9][CH:10]=1)([CH3:4])[CH3:3].[H-].[Na+].[CH3:37]I. Product: [CH3:37][O:1][C:2]([C:5]1[N:6]=[CH:7][C:8]([N:11]2[CH2:15][C@@:14]3([CH2:20][CH2:19][CH2:18][C@@:17]([CH2:22][N:23]4[C:27]5[CH:28]=[C:29]([C:32]#[N:33])[CH:30]=[CH:31][C:26]=5[N:25]=[CH:24]4)([CH3:21])[CH2:16]3)[O:13][C:12]2=[O:34])=[N:9][CH:10]=1)([CH3:3])[CH3:4]. The catalyst class is: 9. (2) Reactant: Br[C:2]1[CH:15]=[CH:14][C:5]([O:6][CH2:7][C:8]2[CH:13]=[CH:12][CH:11]=[CH:10][CH:9]=2)=[C:4]([N+:16]([O-:18])=[O:17])[CH:3]=1.[N:19]1[CH:24]=[CH:23][C:22](B(O)O)=[CH:21][CH:20]=1.C(=O)([O-])[O-].[Cs+].[Cs+]. Product: [CH2:7]([O:6][C:5]1[CH:14]=[CH:15][C:2]([C:22]2[CH:23]=[CH:24][N:19]=[CH:20][CH:21]=2)=[CH:3][C:4]=1[N+:16]([O-:18])=[O:17])[C:8]1[CH:13]=[CH:12][CH:11]=[CH:10][CH:9]=1. The catalyst class is: 3. (3) Reactant: [CH2:1]([N:8]1[CH2:13][C:12]([CH3:15])([CH3:14])[O:11][CH2:10][CH:9]1[CH2:16][CH:17]=[O:18])[C:2]1[CH:7]=[CH:6][CH:5]=[CH:4][CH:3]=1.[CH3:19][Mg]Br.[Cl-].[NH4+]. Product: [CH2:1]([N:8]1[CH2:13][C:12]([CH3:14])([CH3:15])[O:11][CH2:10][CH:9]1[CH2:16][CH:17]([OH:18])[CH3:19])[C:2]1[CH:3]=[CH:4][CH:5]=[CH:6][CH:7]=1. The catalyst class is: 7. (4) The catalyst class is: 2. Product: [CH3:30][O:31][N:32]([CH3:33])[C:13]([C@H:9]1[CH2:10][CH2:11][CH2:12][N:8]1[C:6]([O:5][C:1]([CH3:2])([CH3:3])[CH3:4])=[O:7])=[O:15]. Reactant: [C:1]([O:5][C:6]([N:8]1[CH2:12][CH2:11][CH2:10][C@@H:9]1[C:13]([OH:15])=O)=[O:7])([CH3:4])([CH3:3])[CH3:2].CN1CCOCC1.C(Cl)(=O)OCC.Cl.[CH3:30][O:31][NH:32][CH3:33]. (5) Reactant: C(O[C:4](=[O:13])[CH:5]=[C:6](OC)[C:7]([F:10])([F:9])[F:8])C.[C:14]([O:18][CH3:19])(=[O:17])[CH2:15][SH:16].[OH-].[K+].OS(O)(=O)=O. Product: [CH3:19][O:18][C:14]([C:15]1[S:16][C:6]([C:7]([F:8])([F:9])[F:10])=[CH:5][C:4]=1[OH:13])=[O:17]. The catalyst class is: 24.